From a dataset of Forward reaction prediction with 1.9M reactions from USPTO patents (1976-2016). Predict the product of the given reaction. (1) Given the reactants [C:1]([C:3]1[CH:8]=[CH:7][C:6]([CH:9]2[N:14]([C:15]([NH:17][CH:18]3[CH2:23][CH2:22][S:21](=[O:24])[CH2:20][CH2:19]3)=[O:16])[C:13](=[O:25])[N:12]([C:26]3[CH:31]=[CH:30][CH:29]=[C:28]([C:32]([F:35])([F:34])[F:33])[CH:27]=3)[C:11]3[CH2:36][CH2:37][C:38](=[O:39])[C:10]2=3)=[CH:5][CH:4]=1)#[N:2].C1(C)C=C(C)C=C(C)C=1S(O[NH2:52])(=O)=O, predict the reaction product. The product is: [C:1]([C:3]1[CH:8]=[CH:7][C:6]([CH:9]2[N:14]([C:15]([NH:17][CH:18]3[CH2:23][CH2:22][S:21](=[NH:52])(=[O:24])[CH2:20][CH2:19]3)=[O:16])[C:13](=[O:25])[N:12]([C:26]3[CH:31]=[CH:30][CH:29]=[C:28]([C:32]([F:34])([F:35])[F:33])[CH:27]=3)[C:11]3[CH2:36][CH2:37][C:38](=[O:39])[C:10]2=3)=[CH:5][CH:4]=1)#[N:2]. (2) Given the reactants [Cl:1][C:2]1[C:3]([CH:14]([C:28]2[CH:33]=[C:32]([F:34])[CH:31]=[CH:30][C:29]=2[F:35])[S:15]([C:18]2[CH:23]=[CH:22][C:21]([C:24]([F:27])([F:26])[F:25])=[CH:20][CH:19]=2)(=[O:17])=[O:16])=[CH:4][C:5](/[CH:8]=[CH:9]/[C:10]([O:12][CH3:13])=[O:11])=[N:6][CH:7]=1.CCCCCC, predict the reaction product. The product is: [Cl:1][C:2]1[C:3]([CH:14]([C:28]2[CH:33]=[C:32]([F:34])[CH:31]=[CH:30][C:29]=2[F:35])[S:15]([C:18]2[CH:23]=[CH:22][C:21]([C:24]([F:25])([F:27])[F:26])=[CH:20][CH:19]=2)(=[O:17])=[O:16])=[CH:4][C:5]([CH2:8][CH2:9][C:10]([O:12][CH3:13])=[O:11])=[N:6][CH:7]=1. (3) The product is: [Cl:1][C:2]1[CH:10]=[C:9]([C:11]([O:13][CH2:14][C:15]2([C:28]3[CH:33]=[CH:32][C:31]([F:34])=[CH:30][CH:29]=3)[CH2:20][CH2:19][N:18]([C:21]([O:23][C:24]([CH3:27])([CH3:26])[CH3:25])=[O:22])[CH2:17][CH2:16]2)=[O:12])[C:8]2[C:4](=[CH:5][N:6]([CH2:50][O:51][CH2:52][CH2:53][Si:54]([CH3:57])([CH3:56])[CH3:55])[N:7]=2)[CH:3]=1. Given the reactants [Cl:1][C:2]1[CH:3]=[C:4]2[C:8](=[C:9]([C:11]([O:13][CH2:14][C:15]3([C:28]4[CH:33]=[CH:32][C:31]([F:34])=[CH:30][CH:29]=4)[CH2:20][CH2:19][N:18]([C:21]([O:23][C:24]([CH3:27])([CH3:26])[CH3:25])=[O:22])[CH2:17][CH2:16]3)=[O:12])[CH:10]=1)[NH:7][N:6]=[CH:5]2.C1(N(C)C2CCCCC2)CCCCC1.Cl[CH2:50][O:51][CH2:52][CH2:53][Si:54]([CH3:57])([CH3:56])[CH3:55], predict the reaction product.